This data is from Catalyst prediction with 721,799 reactions and 888 catalyst types from USPTO. The task is: Predict which catalyst facilitates the given reaction. (1) Reactant: C(N(CC)C(C)C)(C)C.[F:10][C:11]([F:24])([F:23])[S:12]([O:15]S(C(F)(F)F)(=O)=O)(=[O:14])=[O:13].[CH2:25]([C:27]([C:45]1[CH:50]=[CH:49][C:48](O)=[CH:47][CH:46]=1)([C:30]1[CH:35]=[CH:34][C:33](/[CH:36]=[CH:37]/[C:38]([CH2:42][CH3:43])([OH:41])[CH2:39][CH3:40])=[C:32]([CH3:44])[CH:31]=1)[CH2:28][CH3:29])[CH3:26].C(=O)(O)[O-].[Na+]. Product: [CH2:25]([C:27]([C:45]1[CH:46]=[CH:47][C:48]([O:15][S:12]([C:11]([F:24])([F:23])[F:10])(=[O:14])=[O:13])=[CH:49][CH:50]=1)([C:30]1[CH:35]=[CH:34][C:33](/[CH:36]=[CH:37]/[C:38]([CH2:39][CH3:40])([OH:41])[CH2:42][CH3:43])=[C:32]([CH3:44])[CH:31]=1)[CH2:28][CH3:29])[CH3:26]. The catalyst class is: 4. (2) Reactant: [NH2:1][C:2]1[CH:6]=[C:5]([C:7]2[CH:12]=[CH:11][N:10]=[CH:9][CH:8]=2)[S:4][C:3]=1[C:13]([OH:15])=[O:14].[Cl:16][C:17]1[CH:22]=[CH:21][CH:20]=[C:19]([Cl:23])[C:18]=1[N:24]=[C:25]=[O:26].C(N(CC)CC)C.Cl. Product: [Cl:16][C:17]1[CH:22]=[CH:21][CH:20]=[C:19]([Cl:23])[C:18]=1[NH:24][C:25]([NH:1][C:2]1[CH:6]=[C:5]([C:7]2[CH:8]=[CH:9][N:10]=[CH:11][CH:12]=2)[S:4][C:3]=1[C:13]([OH:15])=[O:14])=[O:26]. The catalyst class is: 3. (3) Reactant: [C:1]1([C:7]2[C:14]3[S:13][C:12]([NH2:15])=[N:11][C:10]=3[NH:9][N:8]=2)[CH:6]=[CH:5][CH:4]=[CH:3][CH:2]=1.[Cl:16][C:17]1[S:18][C:19]([C:23](Cl)=[O:24])=[C:20]([CH3:22])[N:21]=1.C1(C)C=CC=CC=1.C(O)C(N)(CO)CO. Product: [C:1]1([C:7]2[C:14]3[S:13][C:12]([NH:15][C:23]([C:19]4[S:18][C:17]([Cl:16])=[N:21][C:20]=4[CH3:22])=[O:24])=[N:11][C:10]=3[NH:9][N:8]=2)[CH:2]=[CH:3][CH:4]=[CH:5][CH:6]=1. The catalyst class is: 251. (4) Product: [Br:1][C:2]1[CH:3]=[C:4]([CH:8]=[C:9]([OH:11])[CH:10]=1)[C:5]([NH:13][C:14]1[CH:19]=[CH:18][CH:17]=[CH:16][C:15]=1[CH2:20][C:21]([O:23][CH3:24])=[O:22])=[O:7]. Reactant: [Br:1][C:2]1[CH:3]=[C:4]([CH:8]=[C:9]([OH:11])[CH:10]=1)[C:5]([OH:7])=O.Cl.[NH2:13][C:14]1[CH:19]=[CH:18][CH:17]=[CH:16][C:15]=1[CH2:20][C:21]([O:23][CH3:24])=[O:22].CN(C(ON1N=NC2C=CC=NC1=2)=[N+](C)C)C.F[P-](F)(F)(F)(F)F.C([O-])([O-])=O.[K+].[K+]. The catalyst class is: 31. (5) Reactant: Cl.[F:2][C:3]1[CH:4]=[C:5]([NH:10]N)[CH:6]=[C:7]([F:9])[CH:8]=1.[CH3:12][CH:13]([CH3:17])[C:14](=O)[CH3:15].C(O)(=O)C. Product: [F:2][C:3]1[CH:8]=[C:7]([F:9])[CH:6]=[C:5]2[C:4]=1[C:13]([CH3:17])([CH3:12])[C:14]([CH3:15])=[N:10]2. The catalyst class is: 8. (6) Reactant: Br[CH:2]([CH2:5][C:6]1[CH:11]=[CH:10][C:9]([O:12][CH3:13])=[CH:8][CH:7]=1)[CH:3]=O.[NH2:14][C:15]([NH2:17])=[S:16]. Product: [CH3:13][O:12][C:9]1[CH:10]=[CH:11][C:6]([CH2:5][C:2]2[S:16][C:15]([NH2:17])=[N:14][CH:3]=2)=[CH:7][CH:8]=1. The catalyst class is: 14.